Dataset: HIV replication inhibition screening data with 41,000+ compounds from the AIDS Antiviral Screen. Task: Binary Classification. Given a drug SMILES string, predict its activity (active/inactive) in a high-throughput screening assay against a specified biological target. (1) The compound is C=CC(C)(C)C(=C)C(=O)Nc1ccccc1I. The result is 0 (inactive). (2) The molecule is Cc1ccc(C(=O)Oc2ccc(C=C3CCCC(=Cc4ccc(OC(=O)c5ccc(C)cc5)cc4)C3=O)cc2)cc1. The result is 0 (inactive). (3) The molecule is C=C(C)CCC1[CH-][N+](=O)OC(C)(C)C1(C)C. The result is 0 (inactive). (4) The compound is Cc1c(COC(=O)NC(C)C)c(COC(=O)NC(C)C)c2n1CS(=O)(=O)C2. The result is 0 (inactive). (5) The compound is CC(=O)C(=Cc1ccc([N+](=O)[O-])cc1)C(C)=O. The result is 0 (inactive).